Task: Regression. Given two drug SMILES strings and cell line genomic features, predict the synergy score measuring deviation from expected non-interaction effect.. Dataset: NCI-60 drug combinations with 297,098 pairs across 59 cell lines (1) Synergy scores: CSS=33.5, Synergy_ZIP=0.869, Synergy_Bliss=6.63, Synergy_Loewe=-13.3, Synergy_HSA=8.47. Cell line: CAKI-1. Drug 1: CC1=C(C(=CC=C1)Cl)NC(=O)C2=CN=C(S2)NC3=CC(=NC(=N3)C)N4CCN(CC4)CCO. Drug 2: COCCOC1=C(C=C2C(=C1)C(=NC=N2)NC3=CC=CC(=C3)C#C)OCCOC.Cl. (2) Drug 1: CC12CCC3C(C1CCC2=O)CC(=C)C4=CC(=O)C=CC34C. Drug 2: CCN(CC)CCNC(=O)C1=C(NC(=C1C)C=C2C3=C(C=CC(=C3)F)NC2=O)C. Cell line: HT29. Synergy scores: CSS=30.6, Synergy_ZIP=-0.246, Synergy_Bliss=0.193, Synergy_Loewe=0.656, Synergy_HSA=-0.0434. (3) Drug 2: C1CN(P(=O)(OC1)NCCCl)CCCl. Synergy scores: CSS=15.1, Synergy_ZIP=-2.58, Synergy_Bliss=2.41, Synergy_Loewe=-14.3, Synergy_HSA=-2.20. Cell line: HT29. Drug 1: C1=CC(=CC=C1CC(C(=O)O)N)N(CCCl)CCCl.Cl.